From a dataset of Forward reaction prediction with 1.9M reactions from USPTO patents (1976-2016). Predict the product of the given reaction. (1) Given the reactants Cl[C:2]1[N:13]=[CH:12][CH:11]=[CH:10][C:3]=1[C:4]([NH:6][CH2:7][C:8]#[CH:9])=[O:5].[CH3:14][O:15][C:16]1[CH:17]=[C:18]([CH:20]=[C:21]([O:23][CH3:24])[CH:22]=1)[NH2:19], predict the reaction product. The product is: [CH3:24][O:23][C:21]1[CH:20]=[C:18]([NH:19][C:2]2[N:13]=[CH:12][CH:11]=[CH:10][C:3]=2[C:4]([NH:6][CH2:7][C:8]#[CH:9])=[O:5])[CH:17]=[C:16]([O:15][CH3:14])[CH:22]=1. (2) Given the reactants Cl[CH2:2][C@@H:3]([CH2:5][CH2:6][CH2:7][C@H:8]([C@@H:10]1[C@:27]2([CH3:28])[C:13]([C:14]3[CH2:15][CH2:16][C@@H:17]4[C@:22]([C:24]=3[CH2:25][CH2:26]2)([CH3:23])[CH2:21][CH2:20][C@H:19]([OH:29])[C:18]4([CH3:31])[CH3:30])=[CH:12][CH2:11]1)[CH3:9])[CH3:4].[I-:32].[Na+].O, predict the reaction product. The product is: [I:32][CH2:2][C@@H:3]([CH2:5][CH2:6][CH2:7][C@H:8]([C@@H:10]1[C@:27]2([CH3:28])[C:13]([C:14]3[CH2:15][CH2:16][C@@H:17]4[C@:22]([C:24]=3[CH2:25][CH2:26]2)([CH3:23])[CH2:21][CH2:20][C@H:19]([OH:29])[C:18]4([CH3:31])[CH3:30])=[CH:12][CH2:11]1)[CH3:9])[CH3:4].